Dataset: Catalyst prediction with 721,799 reactions and 888 catalyst types from USPTO. Task: Predict which catalyst facilitates the given reaction. (1) Reactant: [N:1]([C@H:4]1[CH2:9][CH2:8][CH2:7][CH2:6][C@H:5]1[N:10]1[CH2:14][CH2:13][C@@H:12]([NH:15][C:16](=[O:31])[CH2:17][NH:18][C:19](=[O:30])[C:20]2[CH:25]=[CH:24][CH:23]=[C:22]([C:26]([F:29])([F:28])[F:27])[CH:21]=2)[CH2:11]1)=[N+]=[N-]. Product: [NH2:1][C@H:4]1[CH2:9][CH2:8][CH2:7][CH2:6][C@H:5]1[N:10]1[CH2:14][CH2:13][C@@H:12]([NH:15][C:16](=[O:31])[CH2:17][NH:18][C:19](=[O:30])[C:20]2[CH:25]=[CH:24][CH:23]=[C:22]([C:26]([F:28])([F:29])[F:27])[CH:21]=2)[CH2:11]1. The catalyst class is: 19. (2) Reactant: CS(C)=O.Cl[C:6]1[N:7]([CH2:28][CH:29]2[CH2:31][CH2:30]2)[C:8]2[C:13]([N:14]=1)=[C:12]([N:15]1[CH2:20][CH2:19][O:18][CH2:17][CH2:16]1)[N:11]=[C:10]([C:21]1[CH:22]=[N:23][C:24]([NH2:27])=[N:25][CH:26]=1)[N:9]=2.[NH:32]1[CH2:37][CH2:36][NH:35][CH2:34][CH2:33]1. Product: [CH:29]1([CH2:28][N:7]2[C:6]([N:32]3[CH2:37][CH2:36][NH:35][CH2:34][CH2:33]3)=[N:14][C:13]3[C:8]2=[N:9][C:10]([C:21]2[CH:22]=[N:23][C:24]([NH2:27])=[N:25][CH:26]=2)=[N:11][C:12]=3[N:15]2[CH2:20][CH2:19][O:18][CH2:17][CH2:16]2)[CH2:31][CH2:30]1. The catalyst class is: 98. (3) Reactant: Cl[C:2]1[C:11]2[C:6](=[CH:7][C:8]([CH3:12])=[CH:9][CH:10]=2)[N:5]=[C:4]([C:13]2[CH:18]=[CH:17][CH:16]=[CH:15][C:14]=2[O:19]C)[N:3]=1.COC1C=CC=CC=1C1N=[C:37]([NH:39][CH2:40][C:41]2[O:42][C:43]([CH3:46])=[N:44][N:45]=2)C2C(=CC(C)=CC=2)N=1.C(O)(=O)C(O)=O.CC1OC(CN)=NN=1.C(N(CC)CC)C. Product: [CH3:12][C:8]1[CH:7]=[C:6]2[C:11]([C:2]([N:39]([CH3:37])[CH2:40][C:41]3[O:42][C:43]([CH3:46])=[N:44][N:45]=3)=[N:3][C:4]([C:13]3[CH:18]=[CH:17][CH:16]=[CH:15][C:14]=3[OH:19])=[N:5]2)=[CH:10][CH:9]=1. The catalyst class is: 3.